From a dataset of Catalyst prediction with 721,799 reactions and 888 catalyst types from USPTO. Predict which catalyst facilitates the given reaction. (1) Reactant: [NH:1]1[C:9]2[C:4](=[CH:5][CH:6]=[CH:7][CH:8]=2)[CH2:3][C:2]1=[O:10].[Li]CCCC.Br[CH2:17][CH2:18][O:19][C:20]1[CH:25]=[CH:24][C:23]([Cl:26])=[CH:22][C:21]=1[Cl:27].[NH4+].[Cl-]. Product: [Cl:27][C:21]1[CH:22]=[C:23]([Cl:26])[CH:24]=[CH:25][C:20]=1[O:19][CH2:18][CH2:17][CH:3]1[C:4]2[C:9](=[CH:8][CH:7]=[CH:6][CH:5]=2)[NH:1][C:2]1=[O:10]. The catalyst class is: 1. (2) Reactant: [Cl:1][C:2]1[CH:12]=[C:11]([Cl:13])[CH:10]=[CH:9][C:3]=1[O:4][CH2:5][C:6]([OH:8])=O.[NH2:14][C:15]1[CH:16]=[C:17]([S:21]([CH2:24][CH2:25][OH:26])(=[O:23])=[O:22])[CH:18]=[CH:19][CH:20]=1.Cl.CN(C)CCCN=C=NCC.ON1C2C=CC=CC=2N=N1.C(N(CC)C(C)C)(C)C. Product: [Cl:1][C:2]1[CH:12]=[C:11]([Cl:13])[CH:10]=[CH:9][C:3]=1[O:4][CH2:5][C:6]([NH:14][C:15]1[CH:20]=[CH:19][CH:18]=[C:17]([S:21]([CH2:24][CH2:25][OH:26])(=[O:23])=[O:22])[CH:16]=1)=[O:8]. The catalyst class is: 3. (3) Reactant: [CH3:1][S:2][C:3]1[CH:4]=[C:5]([C:9]2[N:13]3[N:14]=[C:15]([N:18]4[CH2:23][CH2:22][CH2:21][CH2:20][CH2:19]4)[CH:16]=[CH:17][C:12]3=[N:11][N:10]=2)[CH:6]=[CH:7][CH:8]=1.ClC1C=CC=C(C(OO)=[O:32])C=1.[OH2:35]. Product: [CH3:1][S:2]([C:3]1[CH:4]=[C:5]([C:9]2[N:13]3[N:14]=[C:15]([N:18]4[CH2:23][CH2:22][CH2:21][CH2:20][CH2:19]4)[CH:16]=[CH:17][C:12]3=[N:11][N:10]=2)[CH:6]=[CH:7][CH:8]=1)(=[O:32])=[O:35]. The catalyst class is: 2. (4) Reactant: [Cl-].[Al+3].[Cl-].[Cl-].[Cl:5][C:6]1[CH:14]=[C:13]([Cl:15])[CH:12]=[CH:11][C:7]=1[C:8](Cl)=[O:9].[CH3:16][O:17][C:18]([C:20]1[CH:29]=[CH:28][C:23]2[O:24][C:25]([CH3:27])=[CH:26][C:22]=2[CH:21]=1)=[O:19]. Product: [Cl:5][C:6]1[CH:14]=[C:13]([Cl:15])[CH:12]=[CH:11][C:7]=1[C:8]([C:26]1[C:22]2[CH:21]=[C:20]([C:18]([O:17][CH3:16])=[O:19])[CH:29]=[CH:28][C:23]=2[O:24][C:25]=1[CH3:27])=[O:9]. The catalyst class is: 2. (5) Reactant: Br[C:2]1[C:11]2[C:6](=[C:7]([F:12])[CH:8]=[CH:9][CH:10]=2)[CH:5]=[CH:4][C:3]=1[CH3:13].C([Li])CCC.CN(C)[CH:21]=[O:22]. Product: [F:12][C:7]1[CH:8]=[CH:9][CH:10]=[C:11]2[C:6]=1[CH:5]=[CH:4][C:3]([CH3:13])=[C:2]2[CH:21]=[O:22]. The catalyst class is: 7.